This data is from Peptide-MHC class II binding affinity with 134,281 pairs from IEDB. The task is: Regression. Given a peptide amino acid sequence and an MHC pseudo amino acid sequence, predict their binding affinity value. This is MHC class II binding data. (1) The peptide sequence is TPFPHRKGVLFNIQYVNYWF. The MHC is DRB1_0301 with pseudo-sequence DRB1_0301. The binding affinity (normalized) is 0.197. (2) The peptide sequence is YKLGPSPKARSERPA. The MHC is HLA-DQA10401-DQB10402 with pseudo-sequence HLA-DQA10401-DQB10402. The binding affinity (normalized) is 0. (3) The peptide sequence is AYGIPKVPPGPNITA. The MHC is HLA-DPA10201-DPB11401 with pseudo-sequence HLA-DPA10201-DPB11401. The binding affinity (normalized) is 0.164. (4) The peptide sequence is GQQQPFPPQQPYPQPQ. The MHC is HLA-DQA10501-DQB10201 with pseudo-sequence HLA-DQA10501-DQB10201. The binding affinity (normalized) is 0. (5) The binding affinity (normalized) is 0.585. The peptide sequence is MAMNTLQKLCVVCSK. The MHC is H-2-IAd with pseudo-sequence H-2-IAd. (6) The peptide sequence is SFGIVVAWQVKLLPV. The MHC is DRB1_1302 with pseudo-sequence DRB1_1302. The binding affinity (normalized) is 0.105. (7) The peptide sequence is ANERADLIAYAKQATK. The MHC is H-2-IEk with pseudo-sequence H-2-IEk. The binding affinity (normalized) is 0.596. (8) The peptide sequence is LKGIQSLRKLSSVCL. The MHC is DRB1_0901 with pseudo-sequence DRB1_0901. The binding affinity (normalized) is 0.608.